From a dataset of Reaction yield outcomes from USPTO patents with 853,638 reactions. Predict the reaction yield, written as a fraction of the theoretical maximum amount of product (1.0 means a 100% yield; for example, 0.34 means a 34% yield). (1) The product is [C:5]12([NH:13][C:14](=[O:20])[O:15][C:16]([CH3:18])([CH3:17])[CH3:19])[CH2:11][CH:9]3[CH2:8][CH:7]([CH2:12][CH:3]([CH2:2][CH2:10]3)[CH2:4]1)[CH2:6]2. The yield is 0.730. The catalyst is C1(C)C=CC=CC=1. The reactants are I[CH:2]1[CH2:10][CH:9]2[CH2:11][C:5]3([NH:13][C:14](=[O:20])[O:15][C:16]([CH3:19])([CH3:18])[CH3:17])[CH2:6][CH:7]([CH2:12][CH:3]1[CH2:4]3)[CH2:8]2.CC(N=NC(C#N)(C)C)(C#N)C.CCCC[SnH](CCCC)CCCC. (2) The reactants are [Cl:1][C:2]1[CH:25]=[C:24]([Cl:26])[CH:23]=[CH:22][C:3]=1[CH2:4][NH:5][C:6]([C:8]1[C:9]([O:19][CH2:20][CH3:21])=[N:10][N:11]([CH2:13][C:14](OCC)=[O:15])[CH:12]=1)=[O:7].O1CCCC1.[BH4-].[Na+].Cl. The catalyst is CO. The product is [Cl:1][C:2]1[CH:25]=[C:24]([Cl:26])[CH:23]=[CH:22][C:3]=1[CH2:4][NH:5][C:6]([C:8]1[C:9]([O:19][CH2:20][CH3:21])=[N:10][N:11]([CH2:13][CH2:14][OH:15])[CH:12]=1)=[O:7]. The yield is 0.800. (3) The reactants are [CH2:1]([C:4]1[C:8]([CH2:9][CH2:10][CH2:11][OH:12])=[CH:7][N:6]([C:13]2[CH:18]=[CH:17][C:16]([C:19]([F:22])([F:21])[F:20])=[CH:15][N:14]=2)[N:5]=1)[CH2:2][CH3:3].O[C:24]1[C:29]([CH:30]([CH3:32])[CH3:31])=[CH:28][CH:27]=[CH:26][C:25]=1[CH2:33][C:34]([O:36][CH3:37])=[O:35].C(P(CCCC)CCCC)CCC.N(C(N1CCCCC1)=O)=NC(N1CCCCC1)=O. The catalyst is O1CCCC1. The product is [CH:30]([C:29]1[C:24]([O:12][CH2:11][CH2:10][CH2:9][C:8]2[C:4]([CH2:1][CH2:2][CH3:3])=[N:5][N:6]([C:13]3[CH:18]=[CH:17][C:16]([C:19]([F:21])([F:20])[F:22])=[CH:15][N:14]=3)[CH:7]=2)=[C:25]([CH2:33][C:34]([O:36][CH3:37])=[O:35])[CH:26]=[CH:27][CH:28]=1)([CH3:32])[CH3:31]. The yield is 0.660. (4) The reactants are Br[C:2]1[CH:7]=[C:6]([C:8]([C:10]2[NH:14][C:13]3[CH:15]=[C:16]([N:19]4[CH2:24][CH2:23][CH:22]([N:25]([CH3:27])[CH3:26])[CH2:21][CH2:20]4)[CH:17]=[CH:18][C:12]=3[N:11]=2)=[O:9])[CH:5]=[CH:4][N:3]=1.[CH3:28][C:29]1[NH:30][C:31]2[CH:37]=[CH:36][CH:35]=[CH:34][C:32]=2[N:33]=1.CN[C@@H]1CCCC[C@H]1NC. The catalyst is CN(C=O)C.CCOC(C)=O.[Cl-].[Na+].O.[Cu]I. The product is [CH3:26][N:25]([CH3:27])[CH:22]1[CH2:23][CH2:24][N:19]([C:16]2[CH:17]=[CH:18][C:12]3[N:11]=[C:10]([C:8]([C:6]4[CH:5]=[CH:4][N:3]=[C:2]([N:30]5[C:31]6[CH:37]=[CH:36][CH:35]=[CH:34][C:32]=6[N:33]=[C:29]5[CH3:28])[CH:7]=4)=[O:9])[NH:14][C:13]=3[CH:15]=2)[CH2:20][CH2:21]1. The yield is 0.140. (5) The reactants are [Cl:1][C:2]1[C:11]2[O:10][CH2:9][CH:8]([NH:12][CH2:13][CH2:14][CH2:15][C:16]3[C:24]4[C:19](=[CH:20][CH:21]=[C:22]([F:25])[CH:23]=4)[NH:18][CH:17]=3)[CH2:7][C:6]=2[C:5]([C:26]([NH2:28])=[O:27])=[CH:4][CH:3]=1.[C:29]1(=O)[CH2:32][CH2:31][CH2:30]1.C(O)(=O)C.C([BH3-])#N.[Na+]. The catalyst is CO. The product is [Cl:1][C:2]1[C:11]2[O:10][CH2:9][CH:8]([N:12]([CH:29]3[CH2:32][CH2:31][CH2:30]3)[CH2:13][CH2:14][CH2:15][C:16]3[C:24]4[C:19](=[CH:20][CH:21]=[C:22]([F:25])[CH:23]=4)[NH:18][CH:17]=3)[CH2:7][C:6]=2[C:5]([C:26]([NH2:28])=[O:27])=[CH:4][CH:3]=1. The yield is 0.890. (6) The reactants are [CH3:1][O:2][C:3]1[C:4]2[CH2:5][C:6]3[CH2:10][N:9]([C@@H:11]([CH2:15][CH:16]4[CH2:21][CH2:20][CH2:19][CH2:18][CH2:17]4)[C:12]([OH:14])=O)[C:8](=[O:22])[C:7]=3[O:23][C:24]=2[CH:25]=[CH:26][CH:27]=1.[NH2:28][C:29]1[S:30][CH:31]=[CH:32][N:33]=1.ON1C2C=CC=CC=2N=N1. The catalyst is C(Cl)Cl.O. The product is [CH:16]1([CH2:15][C@H:11]([N:9]2[CH2:10][C:6]3[CH2:5][C:4]4[C:3]([O:2][CH3:1])=[CH:27][CH:26]=[CH:25][C:24]=4[O:23][C:7]=3[C:8]2=[O:22])[C:12]([NH:28][C:29]2[S:30][CH:31]=[CH:32][N:33]=2)=[O:14])[CH2:21][CH2:20][CH2:19][CH2:18][CH2:17]1. The yield is 0.279. (7) The reactants are C(O[C@@H]([C@H](OC(=O)C1C=CC=CC=1)C(O)=O)C(O)=O)(=O)C1C=CC=CC=1.[CH3:27][O:28][C:29]1[N:34]=[C:33](/[CH:35]=[CH:36]/[C:37]2[N:55]=[C:40]3[C@H:41]([C:45]4[CH:50]=[CH:49][CH:48]=[CH:47][C:46]=4[C:51]([F:54])([F:53])[F:52])[CH2:42][CH2:43][CH2:44][N:39]3[N:38]=2)[CH:32]=[CH:31][C:30]=1[N:56]1[CH:60]=[C:59]([CH3:61])[N:58]=[CH:57]1.Cl. The catalyst is C(OCC)(=O)C. The product is [CH3:27][O:28][C:29]1[N:34]=[C:33](/[CH:35]=[CH:36]/[C:37]2[N:55]=[C:40]3[C@H:41]([C:45]4[CH:50]=[CH:49][CH:48]=[CH:47][C:46]=4[C:51]([F:54])([F:53])[F:52])[CH2:42][CH2:43][CH2:44][N:39]3[N:38]=2)[CH:32]=[CH:31][C:30]=1[N:56]1[CH:60]=[C:59]([CH3:61])[N:58]=[CH:57]1. The yield is 0.999. (8) The reactants are Cl[S:2]([CH:5]1[CH2:10][CH2:9][N:8]([C:11]([O:13][CH2:14][C:15]2[CH:20]=[CH:19][CH:18]=[CH:17][CH:16]=2)=[O:12])[CH2:7][CH2:6]1)(=[O:4])=[O:3].[CH3:21][NH2:22]. The catalyst is C1COCC1. The product is [CH3:21][NH:22][S:2]([CH:5]1[CH2:10][CH2:9][N:8]([C:11]([O:13][CH2:14][C:15]2[CH:20]=[CH:19][CH:18]=[CH:17][CH:16]=2)=[O:12])[CH2:7][CH2:6]1)(=[O:4])=[O:3]. The yield is 0.830. (9) The reactants are [Cl:1][C:2]1[N:7]=[C:6](Cl)[C:5]([CH3:9])=[CH:4][N:3]=1.[CH3:10]N1CCCC1=O.C[Mg]Br. The catalyst is O1CCCC1. The product is [Cl:1][C:2]1[N:7]=[C:6]([CH3:10])[C:5]([CH3:9])=[CH:4][N:3]=1. The yield is 0.660. (10) The reactants are [NH2:1][C:2]1[CH:30]=[CH:29][C:5]([O:6][C:7]2[CH:12]=[CH:11][N:10]=[C:9]3[CH:13]=[C:14]([CH:16]4[CH2:21][CH2:20][N:19]([C:22]([O:24][C:25]([CH3:28])([CH3:27])[CH3:26])=[O:23])[CH2:18][CH2:17]4)[S:15][C:8]=23)=[C:4]([F:31])[CH:3]=1.[F:32][C:33]1[CH:38]=[CH:37][C:36]([N:39]2[C:44](=[O:45])[C:43]([C:46](O)=[O:47])=[CH:42][CH:41]=[N:40]2)=[CH:35][CH:34]=1.Cl.C(N=C=NCCCN(C)C)C.N1(O)C2C=CC=CC=2N=N1.C(N(C(C)C)C(C)C)C. The catalyst is CN(C=O)C. The product is [F:31][C:4]1[CH:3]=[C:2]([NH:1][C:46]([C:43]2[C:44](=[O:45])[N:39]([C:36]3[CH:37]=[CH:38][C:33]([F:32])=[CH:34][CH:35]=3)[N:40]=[CH:41][CH:42]=2)=[O:47])[CH:30]=[CH:29][C:5]=1[O:6][C:7]1[CH:12]=[CH:11][N:10]=[C:9]2[CH:13]=[C:14]([CH:16]3[CH2:21][CH2:20][N:19]([C:22]([O:24][C:25]([CH3:27])([CH3:28])[CH3:26])=[O:23])[CH2:18][CH2:17]3)[S:15][C:8]=12. The yield is 0.406.